From a dataset of Reaction yield outcomes from USPTO patents with 853,638 reactions. Predict the reaction yield, written as a fraction of the theoretical maximum amount of product (1.0 means a 100% yield; for example, 0.34 means a 34% yield). (1) The reactants are [C:1]([O:5][C:6]([N:8]1[CH2:13][CH:12]=[C:11]([C:14]2[CH:18]=[CH:17][O:16][CH:15]=2)[CH2:10][CH2:9]1)=[O:7])([CH3:4])([CH3:3])[CH3:2].B.[O:20]1CCCC1. The catalyst is C1COCC1. The product is [C:1]([O:5][C:6]([N:8]1[CH2:9][CH2:10][CH:11]([C:14]2[CH:18]=[CH:17][O:16][CH:15]=2)[CH:12]([OH:20])[CH2:13]1)=[O:7])([CH3:4])([CH3:2])[CH3:3]. The yield is 0.870. (2) The reactants are [CH3:1][O:2][C:3]1[C:8]2[O:9][C:10]3[C:11]4[CH:12]([CH2:13][NH:14][CH2:15][C:16]=4[CH:17]=[CH:18][CH:19]=3)[C:7]=2[CH:6]=[CH:5][C:4]=1[O:20][CH3:21].C(=O)([O-])[O-].[K+].[K+].[CH2:28](Br)[CH:29]=[CH2:30]. The catalyst is CC(C)=O. The product is [CH2:30]([N:14]1[CH2:13][CH:12]2[C:7]3[CH:6]=[CH:5][C:4]([O:20][CH3:21])=[C:3]([O:2][CH3:1])[C:8]=3[O:9][C:10]3[C:11]2=[C:16]([CH:17]=[CH:18][CH:19]=3)[CH2:15]1)[CH:29]=[CH2:28]. The yield is 0.710. (3) The reactants are [Cl:1][C:2]1[CH:27]=[C:26]([Cl:28])[CH:25]=[C:24]([CH3:29])[C:3]=1[O:4][C:5]1[N:9]([CH3:10])[C:8]2[C:11]([CH:19]([CH2:22][CH3:23])[CH2:20][CH3:21])=[CH:12][CH:13]=[C:14]([C:15](OC)=[O:16])[C:7]=2[N:6]=1.[BH4-].[Li+]. The catalyst is O1CCCC1. The product is [Cl:1][C:2]1[CH:27]=[C:26]([Cl:28])[CH:25]=[C:24]([CH3:29])[C:3]=1[O:4][C:5]1[N:9]([CH3:10])[C:8]2[C:11]([CH:19]([CH2:22][CH3:23])[CH2:20][CH3:21])=[CH:12][CH:13]=[C:14]([CH2:15][OH:16])[C:7]=2[N:6]=1. The yield is 0.980. (4) The reactants are [NH2:1][C:2]1[CH:7]=[CH:6][C:5]([C:8]([CH3:13])([CH2:11][OH:12])[CH2:9][OH:10])=[C:4]([F:14])[CH:3]=1.N1C=CC=CC=1.Cl[C:22]([O:24][C:25]1[CH:30]=[CH:29][CH:28]=[CH:27][CH:26]=1)=[O:23]. The catalyst is CC(C)=O. The product is [OH:12][CH2:11][C:8]([C:5]1[CH:6]=[CH:7][C:2]([NH:1][C:22](=[O:23])[O:24][C:25]2[CH:30]=[CH:29][CH:28]=[CH:27][CH:26]=2)=[CH:3][C:4]=1[F:14])([CH3:13])[CH2:9][OH:10]. The yield is 0.710. (5) The reactants are [CH3:1][Si:2]([CH3:19])([CH3:18])[CH2:3][CH2:4][O:5][C:6](=O)[O:7]C1C=CC([N+]([O-])=O)=CC=1.CCN(C(C)C)C(C)C.[F:29][C:30]1[CH:35]=[C:34]([CH3:36])[C:33]([NH2:37])=[CH:32][C:31]=1[NH2:38]. The catalyst is CN(C=O)C.CN(C1C=CN=CC=1)C. The product is [CH3:1][Si:2]([CH3:19])([CH3:18])[CH2:3][CH2:4][O:5][C:6](=[O:7])[NH:37][C:33]1[CH:32]=[C:31]([NH2:38])[C:30]([F:29])=[CH:35][C:34]=1[CH3:36]. The yield is 0.280. (6) The reactants are [CH3:1][C:2]1[N:19]([S:20]([C:23]2[CH:29]=[CH:28][C:26]([CH3:27])=[CH:25][CH:24]=2)(=[O:22])=[O:21])[C:5]2=[N:6][CH:7]=[C:8]([NH:10][NH:11]C(OC(C)(C)C)=O)[N:9]=[C:4]2[CH:3]=1.Cl. The catalyst is O1CCOCC1. The product is [NH:10]([C:8]1[N:9]=[C:4]2[CH:3]=[C:2]([CH3:1])[N:19]([S:20]([C:23]3[CH:29]=[CH:28][C:26]([CH3:27])=[CH:25][CH:24]=3)(=[O:21])=[O:22])[C:5]2=[N:6][CH:7]=1)[NH2:11]. The yield is 0.730. (7) The product is [CH2:19]([N:16]1[CH2:15][CH2:14][CH:13]([C:10]2[O:11][C:12]3[C:4]([C:1]([NH2:2])=[O:3])=[CH:5][CH:6]=[CH:7][C:8]=3[N:9]=2)[CH2:18][CH2:17]1)[CH2:29][CH3:30]. The reactants are [C:1]([C:4]1[C:12]2[O:11][C:10]([CH:13]3[CH2:18][CH2:17][N:16]([C:19](OCC4C=CC=CC=4)=O)[CH2:15][CH2:14]3)=[N:9][C:8]=2[CH:7]=[CH:6][CH:5]=1)(=[O:3])[NH2:2].[CH:29](=O)[CH2:30]C.[H][H]. The catalyst is CO.[Pd]. The yield is 0.460.